Regression. Given two drug SMILES strings and cell line genomic features, predict the synergy score measuring deviation from expected non-interaction effect. From a dataset of Merck oncology drug combination screen with 23,052 pairs across 39 cell lines. (1) Drug 1: CCC1=CC2CN(C1)Cc1c([nH]c3ccccc13)C(C(=O)OC)(c1cc3c(cc1OC)N(C)C1C(O)(C(=O)OC)C(OC(C)=O)C4(CC)C=CCN5CCC31C54)C2. Drug 2: CNC(=O)c1cc(Oc2ccc(NC(=O)Nc3ccc(Cl)c(C(F)(F)F)c3)cc2)ccn1. Cell line: SKMES1. Synergy scores: synergy=0.592. (2) Drug 1: Cn1nnc2c(C(N)=O)ncn2c1=O. Drug 2: CNC(=O)c1cc(Oc2ccc(NC(=O)Nc3ccc(Cl)c(C(F)(F)F)c3)cc2)ccn1. Cell line: CAOV3. Synergy scores: synergy=-4.69. (3) Drug 1: COc1cc(C2c3cc4c(cc3C(OC3OC5COC(C)OC5C(O)C3O)C3COC(=O)C23)OCO4)cc(OC)c1O. Drug 2: NC(=O)c1cccc2cn(-c3ccc(C4CCCNC4)cc3)nc12. Cell line: NCIH460. Synergy scores: synergy=15.8.